Dataset: Reaction yield outcomes from USPTO patents with 853,638 reactions. Task: Predict the reaction yield, written as a fraction of the theoretical maximum amount of product (1.0 means a 100% yield; for example, 0.34 means a 34% yield). (1) The catalyst is ClCCl.O. The yield is 0.590. The product is [OH:58][C:51]1[C:50]([CH2:49][NH:48][C:11]([C:10]2[C:9]3[C:4](=[CH:5][CH:6]=[CH:7][CH:8]=3)[N:3]([CH:14]([C:16]3[CH:17]=[CH:18][CH:19]=[CH:20][CH:21]=3)[CH3:15])[C:2]=2[CH3:1])=[O:12])=[C:55]([CH3:56])[CH:54]=[C:53]([CH3:57])[N:52]=1. The reactants are [CH3:1][C:2]1[N:3]([CH:14]([C:16]2[CH:21]=[CH:20][CH:19]=[CH:18][CH:17]=2)[CH3:15])[C:4]2[C:9]([C:10]=1[C:11](O)=[O:12])=[CH:8][CH:7]=[CH:6][CH:5]=2.ON1C2C=CC=CC=2N=N1.Cl.C(N=C=NCCCN(C)C)C.CN(C)C.[NH2:48][CH2:49][C:50]1[C:51]([OH:58])=[N:52][C:53]([CH3:57])=[CH:54][C:55]=1[CH3:56]. (2) The reactants are [Cl:1][C:2]1[C:3]([N:8]2[C:12]([C:13]([O-])=[O:14])=[CH:11][C:10]([C:16]([F:19])([F:18])[F:17])=[N:9]2)=[N:4][CH:5]=[CH:6][CH:7]=1.C(Cl)(=O)C([Cl:23])=O. The catalyst is ClCCl.CN(C=O)C. The product is [Cl:1][C:2]1[C:3]([N:8]2[C:12]([C:13]([Cl:23])=[O:14])=[CH:11][C:10]([C:16]([F:19])([F:18])[F:17])=[N:9]2)=[N:4][CH:5]=[CH:6][CH:7]=1. The yield is 1.00. (3) The reactants are [OH:1][C:2]1[C:9](O)=[CH:8][CH:7]=[CH:6][C:3]=1[CH:4]=[O:5].[H-].[Na+].[Cl:13][C:14]1[CH:21]=[CH:20][C:17]([CH2:18]Br)=[CH:16][CH:15]=1.CN(C)[CH:24]=[O:25]. The catalyst is O1CCCC1. The yield is 0.460. The product is [Cl:13][C:14]1[CH:21]=[CH:20][C:17]([CH2:18][O:1][C:2]2[C:9]([O:25][CH2:24][C:17]3[CH:20]=[CH:21][C:14]([Cl:13])=[CH:15][CH:16]=3)=[CH:8][CH:7]=[CH:6][C:3]=2[CH:4]=[O:5])=[CH:16][CH:15]=1. (4) The reactants are Br[C:2]1[CH:7]=[CH:6][C:5]([C:8]2[N:9](C(OC(C)(C)C)=O)[CH:10]=[CH:11][N:12]=2)=[CH:4][CH:3]=1.[CH3:20][C:21]([O:24][C:25]([N:27]1[CH2:33][C:32]2[CH:34]=[C:35](B(O)O)[CH:36]=[CH:37][C:31]=2[O:30][CH2:29][CH2:28]1)=[O:26])([CH3:23])[CH3:22].CCN(C(C)C)C(C)C.[OH-].[Na+].C(O)(=O)CC(CC(O)=O)(C(O)=O)O. The catalyst is O.CO.O1CCOCC1. The product is [NH:9]1[CH:10]=[CH:11][N:12]=[C:8]1[C:5]1[CH:4]=[CH:3][C:2]([C:35]2[CH:36]=[CH:37][C:31]3[O:30][CH2:29][CH2:28][N:27]([C:25]([O:24][C:21]([CH3:22])([CH3:20])[CH3:23])=[O:26])[CH2:33][C:32]=3[CH:34]=2)=[CH:7][CH:6]=1. The yield is 0.890. (5) The reactants are [NH2:1][C:2]1[C:10]([F:11])=[CH:9][C:8]([I:12])=[CH:7][C:3]=1[C:4]([OH:6])=[O:5].[C:13](Cl)(Cl)=[O:14]. The catalyst is O1CCCC1.C1(C)C=CC=CC=1. The product is [F:11][C:10]1[C:2]2[NH:1][C:13](=[O:14])[O:5][C:4](=[O:6])[C:3]=2[CH:7]=[C:8]([I:12])[CH:9]=1. The yield is 1.00. (6) The reactants are [CH3:1][C:2]1[N:7]=[C:6]([C@H:8]([OH:10])[CH3:9])[CH:5]=[CH:4][CH:3]=1.C(N(CC)CC)C.[CH3:18][S:19](Cl)(=[O:21])=[O:20]. The catalyst is C(Cl)Cl. The product is [CH3:1][C:2]1[N:7]=[C:6]([C@H:8]([O:10][S:19]([CH3:18])(=[O:21])=[O:20])[CH3:9])[CH:5]=[CH:4][CH:3]=1. The yield is 1.00. (7) The reactants are C([O:8][C@H:9]1[CH2:13][CH2:12][CH2:11][C@@H:10]1[C:14]1[CH:18]=[CH:17][N:16]([CH:19]2[CH2:24][CH2:23][CH2:22][CH2:21][O:20]2)[N:15]=1)C1C=CC=CC=1. The catalyst is [C].[Pd].C(O)C. The product is [O:20]1[CH2:21][CH2:22][CH2:23][CH2:24][CH:19]1[N:16]1[CH:17]=[CH:18][C:14]([C@H:10]2[CH2:11][CH2:12][CH2:13][C@@H:9]2[OH:8])=[N:15]1. The yield is 0.910.